From a dataset of Full USPTO retrosynthesis dataset with 1.9M reactions from patents (1976-2016). Predict the reactants needed to synthesize the given product. (1) Given the product [Si:1]([Cl:5])([Cl:4])([Cl:3])[Cl:2].[NH3:7].[N:7]#[N+:8][O-:9].[N:7]#[N:8].[NH3:6].[O:10]=[O+:11][O-:12].[N:7]#[N:8], predict the reactants needed to synthesize it. The reactants are: [Si:1]([Cl:5])([Cl:4])([Cl:3])[Cl:2].[NH3:6].[N:7]#[N+:8][O-:9].[O:10]=[O+:11][O-:12]. (2) Given the product [F:3][C:4]1[CH:5]=[CH:6][C:7]([N:10]2[CH2:15][CH2:14][N:13]([CH:17]([C:19]3[CH:24]=[CH:23][C:22]([C:25]([NH:28][C:29](=[O:31])[CH3:30])([CH3:27])[CH3:26])=[CH:21][CH:20]=3)[CH3:18])[CH2:12][CH2:11]2)=[CH:8][CH:9]=1, predict the reactants needed to synthesize it. The reactants are: Cl.Cl.[F:3][C:4]1[CH:9]=[CH:8][C:7]([N:10]2[CH2:15][CH2:14][NH:13][CH2:12][CH2:11]2)=[CH:6][CH:5]=1.Cl[CH:17]([C:19]1[CH:24]=[CH:23][C:22]([C:25]([NH:28][C:29](=[O:31])[CH3:30])([CH3:27])[CH3:26])=[CH:21][CH:20]=1)[CH3:18]. (3) Given the product [F:37][C:2]([F:1])([F:36])[CH2:3][N:4]1[C:10]2[CH:11]=[CH:12][CH:13]=[CH:14][C:9]=2[CH2:8][CH2:7][C@@H:6]([NH:15][C:16]([C:17]2[CH:18]=[CH:19][CH:20]=[CH:21][CH:22]=2)([C:29]2[CH:34]=[CH:33][CH:32]=[CH:31][CH:30]=2)[C:23]2[CH:28]=[CH:27][CH:26]=[CH:25][CH:24]=2)[CH2:5]1, predict the reactants needed to synthesize it. The reactants are: [F:1][C:2]([F:37])([F:36])[CH2:3][N:4]1[C:10]2[CH:11]=[CH:12][CH:13]=[CH:14][C:9]=2[CH2:8][CH2:7][C@@H:6]([NH:15][C:16]([C:29]2[CH:34]=[CH:33][CH:32]=[CH:31][CH:30]=2)([C:23]2[CH:28]=[CH:27][CH:26]=[CH:25][CH:24]=2)[C:17]2[CH:22]=[CH:21][CH:20]=[CH:19][CH:18]=2)[C:5]1=O.[H-].[Al+3].[Li+].[H-].[H-].[H-]. (4) Given the product [C:1]([O:5][C@@H:6]([C:12]1[C:13]([CH3:44])=[N:14][C:15]2[N:16]([N:26]=[C:27]([C:29]3[S:54][C:32]([CH2:33][C:34]4[CH:39]=[CH:38][C:37]([F:40])=[C:36]([CH3:41])[CH:35]=4)=[CH:31][N:30]=3)[CH:28]=2)[C:17]=1[N:18]1[CH2:23][CH2:22][C:21]([CH3:25])([CH3:24])[CH2:20][CH2:19]1)[C:7]([OH:9])=[O:8])([CH3:4])([CH3:3])[CH3:2], predict the reactants needed to synthesize it. The reactants are: [C:1]([O:5][C@@H:6]([C:12]1[C:13]([CH3:44])=[N:14][C:15]2[N:16]([N:26]=[C:27]([C:29](=O)[NH:30][CH2:31][C:32](=O)[CH2:33][C:34]3[CH:39]=[CH:38][C:37]([F:40])=[C:36]([CH3:41])[CH:35]=3)[CH:28]=2)[C:17]=1[N:18]1[CH2:23][CH2:22][C:21]([CH3:25])([CH3:24])[CH2:20][CH2:19]1)[C:7]([O:9]CC)=[O:8])([CH3:4])([CH3:3])[CH3:2].COC1C=CC(P2(SP(C3C=CC(OC)=CC=3)(=S)S2)=[S:54])=CC=1. (5) Given the product [Br:1][C:2]1[C:3]([NH2:9])=[N:4][CH:5]=[N:6][C:7]=1[N:26]1[CH2:27][CH2:28][CH:23]([C:19]2[N:20]([CH3:22])[CH:21]=[C:17]([C:14]3[CH:15]=[CH:16][C:11]([F:10])=[C:12]([C:29]([F:32])([F:30])[F:31])[CH:13]=3)[N:18]=2)[CH2:24][CH2:25]1, predict the reactants needed to synthesize it. The reactants are: [Br:1][C:2]1[C:3]([NH2:9])=[N:4][CH:5]=[N:6][C:7]=1Cl.[F:10][C:11]1[CH:16]=[CH:15][C:14]([C:17]2[N:18]=[C:19]([CH:23]3[CH2:28][CH2:27][NH:26][CH2:25][CH2:24]3)[N:20]([CH3:22])[CH:21]=2)=[CH:13][C:12]=1[C:29]([F:32])([F:31])[F:30].C(=O)([O-])[O-].[K+].[K+].O. (6) Given the product [OH:28][CH2:24][CH2:25][C:26]#[C:27][CH:6]([N:7]1[CH:12]=[CH:11][C:10](=[O:13])[NH:9][C:8]1=[O:14])[C:5]1[CH:15]=[CH:16][CH:2]=[CH:3][CH:4]=1, predict the reactants needed to synthesize it. The reactants are: Br[C:2]1[CH:16]=[CH:15][C:5]([CH2:6][N:7]2[CH:12]=[CH:11][C:10](=[O:13])[NH:9][C:8]2=[O:14])=[CH:4][CH:3]=1.CCN(CC)CC.[CH2:24]([OH:28])[CH2:25][C:26]#[CH:27].OCCC#CC1C=CC(CN2C=C(C)C(=O)NC2=O)=CC=1. (7) Given the product [CH2:23]([O:22][CH:15]([O:19][CH2:20][CH3:21])[C:7]1[CH:8]=[CH:9][C:2]([F:1])=[C:3]([CH:6]=1)[C:4]#[N:5])[CH3:24], predict the reactants needed to synthesize it. The reactants are: [F:1][C:2]1[CH:9]=[CH:8][C:7](C=O)=[CH:6][C:3]=1[C:4]#[N:5].C(O)C.[CH:15]([O:22][CH2:23][CH3:24])([O:19][CH2:20][CH3:21])OCC. (8) Given the product [Cl:1][C:2]1[CH:7]=[CH:6][CH:5]=[CH:4][C:3]=1[S:8]([N:11]1[CH2:21][CH2:20][C:14]2([C:18](=[O:19])[N:17]([C:23]3[CH:28]=[CH:27][C:26]([CH:29]([OH:34])[C:30]([F:32])([F:33])[F:31])=[CH:25][CH:24]=3)[CH2:16][CH2:15]2)[CH2:13][CH2:12]1)(=[O:9])=[O:10], predict the reactants needed to synthesize it. The reactants are: [Cl:1][C:2]1[CH:7]=[CH:6][CH:5]=[CH:4][C:3]=1[S:8]([N:11]1[CH2:21][CH2:20][C:14]2([C:18](=[O:19])[NH:17][CH2:16][CH2:15]2)[CH2:13][CH2:12]1)(=[O:10])=[O:9].Br[C:23]1[CH:28]=[CH:27][C:26]([CH:29]([OH:34])[C:30]([F:33])([F:32])[F:31])=[CH:25][CH:24]=1. (9) Given the product [Br:1][C:2]1[CH:3]=[C:4]2[C:8](=[CH:9][CH:10]=1)[N:7]([CH3:14])[N:6]=[CH:5]2, predict the reactants needed to synthesize it. The reactants are: [Br:1][C:2]1[CH:3]=[C:4]2[C:8](=[CH:9][CH:10]=1)[NH:7][N:6]=[CH:5]2.[H-].[Na+].I[CH3:14].Cl. (10) Given the product [CH2:34]([O:33][C@H:23]([CH2:24][O:25][C:26]1[CH:27]=[CH:28][C:29]([OH:32])=[CH:30][CH:31]=1)[CH2:22][NH:21][CH2:20][CH:17]1[CH2:16][CH2:15][N:14]([C:12]([NH:11][C:7]2[CH:6]=[C:5]([CH:10]=[CH:9][CH:8]=2)[C:4]([OH:41])=[O:3])=[O:13])[CH2:19][CH2:18]1)[C:35]1[CH:40]=[CH:39][CH:38]=[CH:37][CH:36]=1, predict the reactants needed to synthesize it. The reactants are: C([O:3][C:4](=[O:41])[C:5]1[CH:10]=[CH:9][CH:8]=[C:7]([NH:11][C:12]([N:14]2[CH2:19][CH2:18][CH:17]([CH2:20][NH:21][CH2:22][C@H:23]([O:33][CH2:34][C:35]3[CH:40]=[CH:39][CH:38]=[CH:37][CH:36]=3)[CH2:24][O:25][C:26]3[CH:31]=[CH:30][C:29]([OH:32])=[CH:28][CH:27]=3)[CH2:16][CH2:15]2)=[O:13])[CH:6]=1)C.C([O-])=O.[NH4+].